From a dataset of Forward reaction prediction with 1.9M reactions from USPTO patents (1976-2016). Predict the product of the given reaction. (1) Given the reactants [O-]S(C(F)(F)F)(=O)=O.[CH3:9][S+:10]([C:17]1[CH:22]=[C:21]([CH3:23])[C:20]([CH3:24])=[C:19]([CH3:25])[C:18]=1[CH3:26])[C:11]1[CH:16]=[CH:15][CH:14]=[CH:13][CH:12]=1.[H+].[F:28][P-:29]([F:34])([F:33])([F:32])([F:31])[F:30], predict the reaction product. The product is: [F:28][P-:29]([F:34])([F:33])([F:32])([F:31])[F:30].[CH3:9][S+:10]([C:17]1[CH:22]=[C:21]([CH3:23])[C:20]([CH3:24])=[C:19]([CH3:25])[C:18]=1[CH3:26])[C:11]1[CH:12]=[CH:13][CH:14]=[CH:15][CH:16]=1. (2) The product is: [Cl:18][C:17]1[C:12]([NH:11][C:6]2[CH:7]=[CH:8][CH:9]=[CH:10][C:5]=2[C:4]([NH:40][CH2:39][CH:36]2[CH2:38][CH2:37]2)=[O:35])=[N:13][C:14]([NH:19][C:20]2[CH:34]=[CH:33][C:23]3[CH2:24][CH2:25][N:26]([CH2:29][CH2:30][O:31][CH3:32])[CH2:27][CH2:28][C:22]=3[CH:21]=2)=[N:15][CH:16]=1. Given the reactants C(O[C:4](=[O:35])[C:5]1[CH:10]=[CH:9][CH:8]=[CH:7][C:6]=1[NH:11][C:12]1[C:17]([Cl:18])=[CH:16][N:15]=[C:14]([NH:19][C:20]2[CH:34]=[CH:33][C:23]3[CH2:24][CH2:25][N:26]([CH2:29][CH2:30][O:31][CH3:32])[CH2:27][CH2:28][C:22]=3[CH:21]=2)[N:13]=1)C.[CH:36]1([CH2:39][NH2:40])[CH2:38][CH2:37]1, predict the reaction product. (3) Given the reactants F[C:2]1[N:10]=[C:9]2[C:5]([N:6]=[CH:7][N:8]2[CH:11]([CH3:13])[CH3:12])=[C:4]([NH:14][CH2:15][C:16]2[CH:17]=[N:18][CH:19]=[CH:20][CH:21]=2)[N:3]=1.CCN(C(C)C)C(C)C.[NH2:31][CH2:32][CH:33]([OH:38])[C:34]([F:37])([F:36])[F:35].N.FC(F)(F)C1CO1, predict the reaction product. The product is: [F:35][C:34]([F:37])([F:36])[CH:33]([OH:38])[CH2:32][NH:31][C:2]1[N:10]=[C:9]2[C:5]([N:6]=[CH:7][N:8]2[CH:11]([CH3:13])[CH3:12])=[C:4]([NH:14][CH2:15][C:16]2[CH:17]=[N:18][CH:19]=[CH:20][CH:21]=2)[N:3]=1. (4) Given the reactants Br[C:2]1[CH:7]=[C:6]([O:8][CH2:9][CH2:10][CH2:11][O:12][CH3:13])[CH:5]=[C:4]([O:14][CH3:15])[CH:3]=1.[N:16]([C@H:19]([C@@H:27]1[CH2:31][C@@H:30]([CH:32]([CH3:34])[CH3:33])[C:29](=[O:35])[O:28]1)[CH2:20][C@@H:21]([CH:24]([CH3:26])[CH3:25])[CH:22]=[O:23])=[N+:17]=[N-:18].CN1CCOCC1, predict the reaction product. The product is: [N:16]([C@H:19]([C@H:27]1[O:28][C:29](=[O:35])[C@H:30]([CH:32]([CH3:34])[CH3:33])[CH2:31]1)[CH2:20][C@H:21]([CH:22]([OH:23])[C:2]1[CH:7]=[C:6]([O:8][CH2:9][CH2:10][CH2:11][O:12][CH3:13])[CH:5]=[C:4]([O:14][CH3:15])[CH:3]=1)[CH:24]([CH3:26])[CH3:25])=[N+:17]=[N-:18]. (5) Given the reactants [F:1][C:2]1[CH:3]=[C:4]([CH:9]([OH:11])[CH3:10])[CH:5]=[C:6]([F:8])[CH:7]=1.C([Li])CCC.CCCCCC.C(O[B:27]1[O:31][C:30]([CH3:33])([CH3:32])[C:29]([CH3:35])([CH3:34])[O:28]1)(C)C, predict the reaction product. The product is: [F:1][C:2]1[CH:3]=[C:4]([CH:9]([OH:11])[CH3:10])[CH:5]=[C:6]([F:8])[C:7]=1[B:27]1[O:31][C:30]([CH3:33])([CH3:32])[C:29]([CH3:35])([CH3:34])[O:28]1. (6) Given the reactants [CH2:1]([P:5]([CH2:10][CH:11]([CH3:13])[CH3:12])[CH2:6][CH:7]([CH3:9])[CH3:8])[CH:2]([CH3:4])[CH3:3].[CH2:14]([O:18][P:19]([O:26][CH2:27][CH2:28][CH2:29][CH3:30])([O:21][CH2:22][CH2:23][CH2:24][CH3:25])=[O:20])[CH2:15][CH2:16][CH3:17], predict the reaction product. The product is: [CH2:22]([O:21][P:19]([O-:26])([O:18][CH2:14][CH2:15][CH2:16][CH3:17])=[O:20])[CH2:23][CH2:24][CH3:25].[CH2:10]([P+:5]([CH2:1][CH:2]([CH3:4])[CH3:3])([CH2:6][CH:7]([CH3:9])[CH3:8])[CH2:27][CH2:28][CH2:29][CH3:30])[CH:11]([CH3:13])[CH3:12]. (7) Given the reactants [Cl:1][C:2]1[CH:7]=[C:6]([Cl:8])[CH:5]=[CH:4][C:3]=1[C:9]1[NH:14][C:13](=[O:15])[C:12]([C:16]#N)=[CH:11][C:10]=1[C:18]1[CH:23]=[CH:22][C:21]([Cl:24])=[CH:20][CH:19]=1.C[Mg+].[Br-].[CH3:28][C:29]([CH3:33])=[CH:30][Mg]Br.C1C[O:37]CC1, predict the reaction product. The product is: [Cl:24][C:21]1[CH:20]=[CH:19][C:18]([C:10]2[CH:11]=[C:12]3[C:16](=[O:37])[CH2:28][C:29]([CH3:33])([CH3:30])[O:15][C:13]3=[N:14][C:9]=2[C:3]2[CH:4]=[CH:5][C:6]([Cl:8])=[CH:7][C:2]=2[Cl:1])=[CH:23][CH:22]=1. (8) Given the reactants C(OC([N:8]1[CH2:11][CH:10]([C:12](=[O:21])[C:13]2[CH:18]=[CH:17][C:16]([O:19][CH3:20])=[CH:15][CH:14]=2)[CH2:9]1)=O)(C)(C)C.[C:22]([OH:28])([C:24]([F:27])([F:26])[F:25])=[O:23], predict the reaction product. The product is: [F:25][C:24]([F:27])([F:26])[C:22]([OH:28])=[O:23].[NH:8]1[CH2:11][CH:10]([C:12]([C:13]2[CH:18]=[CH:17][C:16]([O:19][CH3:20])=[CH:15][CH:14]=2)=[O:21])[CH2:9]1.[C:22]([OH:28])([C:24]([F:27])([F:26])[F:25])=[O:23]. (9) Given the reactants [CH:1]1([NH:4][C:5]([C:7]2[C:16](=[O:17])[C:15]3[C:10](=[N:11][CH:12]=[CH:13][CH:14]=3)[N:9]([C:18]3[CH:23]=[CH:22][CH:21]=[C:20]([C:24]4[CH:25]=[N:26][C:27]([O:30]CC5C=CC=CC=5)=[CH:28][CH:29]=4)[CH:19]=3)[CH:8]=2)=[O:6])[CH2:3][CH2:2]1.FC(F)(F)C(O)=O, predict the reaction product. The product is: [CH:1]1([NH:4][C:5]([C:7]2[C:16](=[O:17])[C:15]3[C:10](=[N:11][CH:12]=[CH:13][CH:14]=3)[N:9]([C:18]3[CH:23]=[CH:22][CH:21]=[C:20]([C:24]4[CH:29]=[CH:28][C:27](=[O:30])[NH:26][CH:25]=4)[CH:19]=3)[CH:8]=2)=[O:6])[CH2:3][CH2:2]1. (10) Given the reactants [Cl:1][C:2]1[CH:7]=[C:6]([C:8]2[C:9]3[C:10]4[CH:23]=[CH:22][S:21][C:11]=4[C:12](=[O:20])[NH:13][C:14]=3[CH:15]=[CH:16][C:17]=2[O:18]C)[CH:5]=[CH:4][C:3]=1[CH:24]([CH3:34])[CH2:25][NH:26]C(=O)OC(C)(C)C.B(Br)(Br)Br, predict the reaction product. The product is: [ClH:1].[NH2:26][CH2:25][CH:24]([C:3]1[CH:4]=[CH:5][C:6]([C:8]2[C:9]3[C:10]4[CH:23]=[CH:22][S:21][C:11]=4[C:12](=[O:20])[NH:13][C:14]=3[CH:15]=[CH:16][C:17]=2[OH:18])=[CH:7][C:2]=1[Cl:1])[CH3:34].